This data is from Forward reaction prediction with 1.9M reactions from USPTO patents (1976-2016). The task is: Predict the product of the given reaction. (1) Given the reactants C([O:3][C:4]([CH:6]1[CH2:8][CH:7]1[CH2:9][C:10]1[CH:11]=[C:12]2[C:16](=[CH:17][CH:18]=1)[NH:15][CH:14]=[C:13]2[C:19]#[N:20])=[O:5])C.O.[OH-].[Li+], predict the reaction product. The product is: [C:19]([C:13]1[C:12]2[C:16](=[CH:17][CH:18]=[C:10]([CH2:9][CH:7]3[CH2:8][CH:6]3[C:4]([OH:5])=[O:3])[CH:11]=2)[NH:15][CH:14]=1)#[N:20]. (2) Given the reactants [F:1][C:2]1[CH:3]=[CH:4][C:5]([C:8](=[N:10][OH:11])[NH2:9])=[N:6][CH:7]=1.[F:12][C:13]1[CH:14]=[CH:15][C:16]2[C:22](=[O:23])[N:21]3[CH2:24][C@H:25]([C:28](Cl)=O)[CH2:26][CH2:27][C@H:20]3[CH2:19][CH2:18][C:17]=2[N:31]=1.C([O-])(O)=O.[Na+], predict the reaction product. The product is: [F:12][C:13]1[CH:14]=[CH:15][C:16]2[C:22](=[O:23])[N:21]3[CH2:24][C@@H:25]([C:28]4[O:11][N:10]=[C:8]([C:5]5[CH:4]=[CH:3][C:2]([F:1])=[CH:7][N:6]=5)[N:9]=4)[CH2:26][CH2:27][C@H:20]3[CH2:19][CH2:18][C:17]=2[N:31]=1. (3) Given the reactants [CH3:1][C:2]1[CH:7]=[CH:6][C:5]([C:8]2[O:9][C:10]([CH3:13])=[N:11][N:12]=2)=[CH:4][C:3]=1[C:14]1[CH:19]=[CH:18][C:17]([C:20](O)=[O:21])=[CH:16][CH:15]=1.[CH3:23][O:24][C:25]1[CH:26]=[C:27]([CH:30]=[CH:31][CH:32]=1)[CH2:28][NH2:29], predict the reaction product. The product is: [CH3:23][O:24][C:25]1[CH:26]=[C:27]([CH:30]=[CH:31][CH:32]=1)[CH2:28][NH:29][C:20]([C:17]1[CH:16]=[CH:15][C:14]([C:3]2[CH:4]=[C:5]([C:8]3[O:9][C:10]([CH3:13])=[N:11][N:12]=3)[CH:6]=[CH:7][C:2]=2[CH3:1])=[CH:19][CH:18]=1)=[O:21]. (4) Given the reactants Cl[C:2]1[CH:7]=[C:6]([C:8]([F:11])([F:10])[F:9])[CH:5]=[C:4]([CH2:12][O:13][CH2:14][C:15]2([C:22]3[CH:27]=[CH:26][C:25]([F:28])=[CH:24][CH:23]=3)[CH2:20][CH2:19][N:18]([CH3:21])[CH2:17][CH2:16]2)[N:3]=1.[CH:29]1(B(O)O)[CH2:31][CH2:30]1.C(=O)([O-])[O-].[Cs+].[Cs+], predict the reaction product. The product is: [CH:29]1([C:2]2[CH:7]=[C:6]([C:8]([F:11])([F:10])[F:9])[CH:5]=[C:4]([CH2:12][O:13][CH2:14][C:15]3([C:22]4[CH:27]=[CH:26][C:25]([F:28])=[CH:24][CH:23]=4)[CH2:20][CH2:19][N:18]([CH3:21])[CH2:17][CH2:16]3)[N:3]=2)[CH2:31][CH2:30]1. (5) Given the reactants [NH2:1][C:2]1[N:7]=[C:6]([N:8]2[CH2:13][CH2:12][O:11][C@@H:10]([C:14]([N:16]3[CH2:20][CH2:19][CH2:18][CH2:17]3)=[O:15])[CH2:9]2)[CH:5]=[CH:4][C:3]=1[N+:21]([O-])=O.[CH:24]1([C:27]2[N:32]=[C:31]([CH:33]=O)[CH:30]=[CH:29][CH:28]=2)[CH2:26][CH2:25]1, predict the reaction product. The product is: [CH:24]1([C:27]2[N:32]=[C:31]([C:33]3[NH:1][C:2]4=[N:7][C:6]([N:8]5[CH2:13][CH2:12][O:11][C@@H:10]([C:14]([N:16]6[CH2:20][CH2:19][CH2:18][CH2:17]6)=[O:15])[CH2:9]5)=[CH:5][CH:4]=[C:3]4[N:21]=3)[CH:30]=[CH:29][CH:28]=2)[CH2:26][CH2:25]1. (6) The product is: [CH2:3]([O:10][C:11]1[CH:19]=[C:18]2[C:14]([CH:15]=[CH:16][N:17]2[CH2:20][CH:21]([OH:23])[CH3:22])=[CH:13][CH:12]=1)[C:4]1[CH:5]=[CH:6][CH:7]=[CH:8][CH:9]=1. Given the reactants [H-].[Na+].[CH2:3]([O:10][C:11]1[CH:19]=[C:18]2[C:14]([CH:15]=[CH:16][NH:17]2)=[CH:13][CH:12]=1)[C:4]1[CH:9]=[CH:8][CH:7]=[CH:6][CH:5]=1.[CH2:20]1[O:23][CH:21]1[CH3:22].OP([O-])(O)=O.[K+], predict the reaction product. (7) Given the reactants [CH3:1][O:2][CH2:3][CH2:4][O:5][CH2:6][CH2:7][OH:8].C(N(CC)CC)C.[S:16](Cl)([C:19]1[CH:25]=[CH:24][C:22]([CH3:23])=[CH:21][CH:20]=1)(=[O:18])=[O:17], predict the reaction product. The product is: [CH3:23][C:22]1[CH:24]=[CH:25][C:19]([S:16]([O:8][CH2:7][CH2:6][O:5][CH2:4][CH2:3][O:2][CH3:1])(=[O:18])=[O:17])=[CH:20][CH:21]=1. (8) Given the reactants [F:1][C:2]1[CH:3]=[C:4]([C:9]2[C:10](=[O:24])[N:11]([CH3:23])[C:12]([NH:15][C:16]3[CH:21]=[CH:20][C:19]([F:22])=[CH:18][CH:17]=3)=[N:13][CH:14]=2)[CH:5]=[CH:6][C:7]=1[OH:8].[CH3:25][O:26][C:27]1[CH:44]=[CH:43][C:30]([CH2:31][N:32]2[C:36]3=[N:37][CH:38]=[CH:39][C:40](Cl)=[C:35]3[C:34]([CH3:42])=[N:33]2)=[CH:29][CH:28]=1.CC([O-])(C)C.[K+].C(=O)([O-])[O-].[K+].[K+], predict the reaction product. The product is: [F:1][C:2]1[CH:3]=[C:4]([C:9]2[C:10](=[O:24])[N:11]([CH3:23])[C:12]([NH:15][C:16]3[CH:21]=[CH:20][C:19]([F:22])=[CH:18][CH:17]=3)=[N:13][CH:14]=2)[CH:5]=[CH:6][C:7]=1[O:8][C:40]1[CH:39]=[CH:38][N:37]=[C:36]2[N:32]([CH2:31][C:30]3[CH:29]=[CH:28][C:27]([O:26][CH3:25])=[CH:44][CH:43]=3)[N:33]=[C:34]([CH3:42])[C:35]=12.